Dataset: NCI-60 drug combinations with 297,098 pairs across 59 cell lines. Task: Regression. Given two drug SMILES strings and cell line genomic features, predict the synergy score measuring deviation from expected non-interaction effect. Drug 1: CC1C(C(CC(O1)OC2CC(CC3=C2C(=C4C(=C3O)C(=O)C5=C(C4=O)C(=CC=C5)OC)O)(C(=O)CO)O)N)O.Cl. Drug 2: CC(CN1CC(=O)NC(=O)C1)N2CC(=O)NC(=O)C2. Cell line: NCI-H226. Synergy scores: CSS=4.64, Synergy_ZIP=-2.14, Synergy_Bliss=1.56, Synergy_Loewe=-5.27, Synergy_HSA=1.24.